From a dataset of Full USPTO retrosynthesis dataset with 1.9M reactions from patents (1976-2016). Predict the reactants needed to synthesize the given product. (1) Given the product [N:18]1([CH2:17][C:14]2[CH:15]=[CH:16][C:11]([CH2:10][N:8]3[CH:9]=[C:5]([C:3]([OH:4])=[O:2])[N:6]=[CH:7]3)=[CH:12][CH:13]=2)[CH:22]=[CH:21][CH:20]=[N:19]1, predict the reactants needed to synthesize it. The reactants are: C[O:2][C:3]([C:5]1[N:6]=[CH:7][N:8]([CH2:10][C:11]2[CH:16]=[CH:15][C:14]([CH2:17][N:18]3[CH:22]=[CH:21][CH:20]=[N:19]3)=[CH:13][CH:12]=2)[CH:9]=1)=[O:4]. (2) Given the product [C:6]1([N:16]2[C:18]3[C:23](=[CH:22][CH:21]=[C:20]4[C:11]5[CH:12]=[CH:13][CH:14]=[CH:15][C:10]=5[N:16]([C:18]5[CH:23]=[CH:22][CH:21]=[CH:20][CH:19]=5)[C:19]4=3)[C:15]3[C:10]2=[CH:11][CH:12]=[CH:13][CH:14]=3)[CH:4]=[CH:3][CH:2]=[CH:1][CH:8]=1, predict the reactants needed to synthesize it. The reactants are: [CH2:1]1[CH2:8][C:6](=O)[C:4](=O)[CH2:3][CH2:2]1.Cl.[C:10]1([N:16]([C:18]2[CH:23]=[CH:22][CH:21]=[CH:20][CH:19]=2)N)[CH:15]=[CH:14][CH:13]=[CH:12][CH:11]=1. (3) The reactants are: CC[C@H]([C@H](CN(C)C)C)C1C=CC=C(O)C=1.[ClH:17].[CH3:18][N:19]([CH3:35])[CH2:20][C@H:21]([CH3:34])[C@@:22]([C:26]1[CH:31]=[CH:30][CH:29]=[C:28]([O:32][CH3:33])[CH:27]=1)(O)[CH2:23][CH3:24].S(Cl)([Cl:38])=O. Given the product [ClH:38].[Cl:17][C@@:22]([C:26]1[CH:31]=[CH:30][CH:29]=[C:28]([O:32][CH3:33])[CH:27]=1)([CH2:23][CH3:24])[C@@H:21]([CH3:34])[CH2:20][N:19]([CH3:35])[CH3:18], predict the reactants needed to synthesize it. (4) The reactants are: [OH:1][C:2]1[CH:7]=[N:6][N:5]([CH:8]2[CH2:13][CH2:12][CH2:11][CH2:10][O:9]2)[C:4](=[O:14])[CH:3]=1.C(N(CC)CC)C.[O:22](S(C(F)(F)F)(=O)=O)[S:23]([C:26]([F:29])([F:28])[F:27])(=O)=[O:24].C([O-])(O)=O.[Na+]. Given the product [F:27][C:26]([F:29])([F:28])[S:23]([O:1][C:2]1[CH:7]=[N:6][N:5]([CH:8]2[CH2:13][CH2:12][CH2:11][CH2:10][O:9]2)[C:4](=[O:14])[CH:3]=1)(=[O:24])=[O:22], predict the reactants needed to synthesize it. (5) Given the product [CH3:1][C:2]1[CH:3]=[C:4]2[C:8](=[CH:9][CH:10]=1)[NH:7][C:6]([C:11]#[N:13])=[CH:5]2, predict the reactants needed to synthesize it. The reactants are: [CH3:1][C:2]1[CH:3]=[C:4]2[C:8](=[CH:9][CH:10]=1)[NH:7][C:6]([C:11]([NH2:13])=O)=[CH:5]2.P(Cl)(Cl)(Cl)=O.C(Cl)(Cl)Cl. (6) Given the product [S:39]([OH:42])(=[O:41])(=[O:40])[CH3:38].[F:1][C:2]1[CH:7]=[C:6]([O:8][C:9]2[CH:14]=[CH:13][N:12]=[CH:11][C:10]=2[C:15]2[CH:16]=[N:17][N:18]([CH3:20])[CH:19]=2)[C:5]([F:21])=[CH:4][C:3]=1[NH:22][C:23]([C:25]1([C:28]([NH:30][C:31]2[CH:32]=[CH:33][C:34]([F:37])=[CH:35][CH:36]=2)=[O:29])[CH2:27][CH2:26]1)=[O:24], predict the reactants needed to synthesize it. The reactants are: [F:1][C:2]1[CH:7]=[C:6]([O:8][C:9]2[CH:14]=[CH:13][N:12]=[CH:11][C:10]=2[C:15]2[CH:16]=[N:17][N:18]([CH3:20])[CH:19]=2)[C:5]([F:21])=[CH:4][C:3]=1[NH:22][C:23]([C:25]1([C:28]([NH:30][C:31]2[CH:36]=[CH:35][C:34]([F:37])=[CH:33][CH:32]=2)=[O:29])[CH2:27][CH2:26]1)=[O:24].[CH3:38][S:39]([OH:42])(=[O:41])=[O:40]. (7) Given the product [CH3:11][C:10]1[NH:9][N:8]=[CH:7][C:6]=1[C:4]([OH:5])=[O:3], predict the reactants needed to synthesize it. The reactants are: C([O:3][C:4]([C:6]1[CH:7]=[N:8][NH:9][C:10]=1[CH3:11])=[O:5])C.[OH-].[Na+]. (8) Given the product [CH3:32][C:19]1[CH:20]=[C:21]([C:22]2[CH:27]=[CH:26][CH:25]=[C:24]([C:28]([F:31])([F:29])[F:30])[CH:23]=2)[C:16]([C:14]([N:11]2[CH2:12][CH2:13][NH:8][CH2:9][CH2:10]2)=[O:15])=[N:17][C:18]=1[C:33]([N:35]1[CH2:40][CH2:39][CH:38]([N:41]2[CH2:45][CH2:44][CH2:43][CH2:42]2)[CH2:37][CH2:36]1)=[O:34], predict the reactants needed to synthesize it. The reactants are: C(OC([N:8]1[CH2:13][CH2:12][N:11]([C:14]([C:16]2[C:21]([C:22]3[CH:27]=[CH:26][CH:25]=[C:24]([C:28]([F:31])([F:30])[F:29])[CH:23]=3)=[CH:20][C:19]([CH3:32])=[C:18]([C:33]([N:35]3[CH2:40][CH2:39][CH:38]([N:41]4[CH2:45][CH2:44][CH2:43][CH2:42]4)[CH2:37][CH2:36]3)=[O:34])[N:17]=2)=[O:15])[CH2:10][CH2:9]1)=O)(C)(C)C.Cl.O1CCOCC1.